From a dataset of Experimentally validated miRNA-target interactions with 360,000+ pairs, plus equal number of negative samples. Binary Classification. Given a miRNA mature sequence and a target amino acid sequence, predict their likelihood of interaction. (1) The miRNA is hsa-miR-506-5p with sequence UAUUCAGGAAGGUGUUACUUAA. The protein sequence of the target gene is MDPEEQELLNDYRYRSYSSVIEKALRNFESSSEWADLISSLGKLNKALQSNLRYSLLPRRLLISKRLAQCLHPALPSGVHLKALETYEIIFKIVGTKWLAKDLFLYSCGLFPLLAHAAVSVRPVLLTLYEKYFLPLQKLLLPSLQAFIVGLLPGLEEGSEISDRTDALLLRLSLVVGKEVFYTALWGSVLASPSIRLPASVFVVGHINRDAPGREQKYMLGTNHQLTVKSLRASLLDSNVLVQRNNLEIVLFFFPFYTCLDSNERAIPLLRSDIVRILSAATQTLLRRDMSLNRRLYAWL.... Result: 0 (no interaction). (2) The miRNA is hsa-miR-5189-5p with sequence UCUGGGCACAGGCGGAUGGACAGG. The protein sequence of the target gene is MSEMSSFLHIGDIVSLYAEGSVNGFISTLGLVDDRCVVEPAAGDLDNPPKKFRDCLFKVCPMNRYSAQKQYWKAKQTKQDKEKIADVVLLQKLQHAAQMEQKQNDTENKKVHGDVVKYGSVIQLLHMKSNKYLTVNKRLPALLEKNAMRVTLDATGNEGSWLFIQPFWKLRSNGDNVVVGDKVILNPVNAGQPLHASNYELSDNAGCKEVNSVNCNTSWKINLFMQFRDHLEEVLKGGDVVRLFHAEQEKFLTCDEYKGKLQVFLRTTLRQSATSATSSNALWEVEVVHHDPCRGGAGHW.... Result: 0 (no interaction). (3) The miRNA is hsa-miR-423-5p with sequence UGAGGGGCAGAGAGCGAGACUUU. The protein sequence of the target gene is MAGASVKVAVRVRPFNSREMSRDSKCIIQMSGSTTTIVNPKQPKETPKSFSFDYSYWSHTSPEDINYASQKQVYRDIGEEMLQHAFEGYNVCIFAYGQTGAGKSYTMMGKQEKDQQGIIPQLCEDLFSRINDTTNDNMSYSVEVSYMEIYCERVRDLLNPKNKGNLRVREHPLLGPYVEDLSKLAVTSYNDIQDLMDSGNKARTVAATNMNETSSRSHAVFNIIFTQKRHDAETNITTEKVSKISLVDLAGSERADSTGAKGTRLKEGANINKSLTTLGKVISALAEMDSGPNKNKKKKK.... Result: 1 (interaction). (4) The miRNA is hsa-miR-1296-5p with sequence UUAGGGCCCUGGCUCCAUCUCC. The protein sequence of the target gene is MKAADTVILWARSKNDQLRISFPPGLCWGDRMPDKDDIRLLPSALGVKKRKRGPKKQKENKPGKPRKRKKRDSEEEFGSERDEYREKSESGGSEYGTGPGRKRRRKHREKKEKKTKRRKKGEGDGGQKQVEQKSSATLLLTWGLEDVEHVFSEEDYHTLTNYKAFSQFMRPLIAKKNPKIPMSKMMTILGAKWREFSANNPFKGSAAAVAAAAAAAAAAVAEQVSAAVSSATPIAPSGPPALPPPPAADIQPPPIRRAKTKEGKGPGHKRRSKSPRVPDGRKKLRGKKMAPLKIKLGLLG.... Result: 1 (interaction). (5) The miRNA is hsa-miR-6722-3p with sequence UGCAGGGGUCGGGUGGGCCAGG. The protein sequence of the target gene is MVLDLDLFRVDKGGDPALIRETQEKRFKDPGLVDQLVKADSEWRRCRFRADNLNKLKNLCSKTIGEKMKKKEPVGDDESVPENVLSFDDLTADALANLKVSQIKKVRLLIDEAILKCDAERIKLEAERFENLREIGNLLHPSVPISNDEDVDNKVERIWGDCTVRKKYSHVDLVVMVDGFEGEKGAVVAGSRGYFLKGVLVFLEQALIQYALRTLGSRGYIPIYTPFFMRKEVMQEVAQLSQFDEELYKVIGKGSEKSDDNSYDEKYLIATSEQPIAALHRDEWLRPEDLPIKYAGLSTC.... Result: 1 (interaction).